From a dataset of Full USPTO retrosynthesis dataset with 1.9M reactions from patents (1976-2016). Predict the reactants needed to synthesize the given product. (1) Given the product [Cl:1][C:2]1[CH:22]=[CH:21][C:5]2[O:6][C:7]3[CH:12]=[CH:11][CH:10]=[CH:9][C:8]=3[C@@H:13]3[C:14](=[O:20])[N:15]([CH3:19])[CH2:16][C@@H:17]3[C:4]=2[CH:3]=1, predict the reactants needed to synthesize it. The reactants are: [Cl:1][C:2]1[CH:22]=[CH:21][C:5]([O:6][C:7]2[CH:12]=[CH:11][CH:10]=[CH:9][C:8]=2[CH:13]2[CH:17](O)[CH2:16][N:15]([CH3:19])[C:14]2=[O:20])=[CH:4][CH:3]=1. (2) The reactants are: [Br:1][CH2:2][CH2:3][CH2:4][CH2:5][CH2:6][CH2:7][CH2:8][C:9]([OH:11])=[O:10].OS(O)(=O)=O.[CH3:17]O. Given the product [Br:1][CH2:2][CH2:3][CH2:4][CH2:5][CH2:6][CH2:7][CH2:8][C:9]([O:11][CH3:17])=[O:10], predict the reactants needed to synthesize it. (3) Given the product [NH2:23][C:22]1[C:2]([Cl:1])=[C:3]([CH:19]=[CH:20][CH:21]=1)[CH2:4][N:5]1[CH2:10][CH2:9][N:8]([C:11]([O:13][C:14]([CH3:17])([CH3:15])[CH3:16])=[O:12])[C@@H:7]([CH3:18])[CH2:6]1, predict the reactants needed to synthesize it. The reactants are: [Cl:1][C:2]1[C:22]([N+:23]([O-])=O)=[CH:21][CH:20]=[CH:19][C:3]=1[CH2:4][N:5]1[CH2:10][CH2:9][N:8]([C:11]([O:13][C:14]([CH3:17])([CH3:16])[CH3:15])=[O:12])[C@@H:7]([CH3:18])[CH2:6]1.